Dataset: Forward reaction prediction with 1.9M reactions from USPTO patents (1976-2016). Task: Predict the product of the given reaction. (1) Given the reactants [Br:1][C:2]1[CH:7]=[CH:6][C:5]([SH:8])=[CH:4][CH:3]=1.Br[C:10]([CH3:19])([CH3:18])[C:11]([O:13][C:14]([CH3:17])([CH3:16])[CH3:15])=[O:12].[OH-].[K+], predict the reaction product. The product is: [Br:1][C:2]1[CH:7]=[CH:6][C:5]([S:8][C:10]([CH3:19])([CH3:18])[C:11]([O:13][C:14]([CH3:17])([CH3:16])[CH3:15])=[O:12])=[CH:4][CH:3]=1. (2) Given the reactants [O:1]1C2C=CC=C(N3CCN(CCC(C=O)C4C=CC=CC=4OC(F)(F)F)CC3)C=2OCC1.[CH2:33]([O:35][CH:36]([O:52][CH2:53][CH3:54])[CH2:37][CH:38]([C:41]1[CH:46]=[CH:45][CH:44]=[CH:43][C:42]=1[O:47][C:48]([F:51])([F:50])[F:49])[C:39]#N)[CH3:34], predict the reaction product. The product is: [CH2:33]([O:35][CH:36]([O:52][CH2:53][CH3:54])[CH2:37][CH:38]([C:41]1[CH:46]=[CH:45][CH:44]=[CH:43][C:42]=1[O:47][C:48]([F:51])([F:50])[F:49])[CH:39]=[O:1])[CH3:34].